From a dataset of Full USPTO retrosynthesis dataset with 1.9M reactions from patents (1976-2016). Predict the reactants needed to synthesize the given product. (1) Given the product [CH2:20]([N:12]([CH:13]([CH3:15])[CH3:14])[C:3]1[C:2]([Cl:1])=[CH:11][C:6]([C:7]([O:9][CH3:10])=[O:8])=[CH:5][N:4]=1)[CH:19]=[CH2:18], predict the reactants needed to synthesize it. The reactants are: [Cl:1][C:2]1[C:3]([NH:12][CH:13]([CH3:15])[CH3:14])=[N:4][CH:5]=[C:6]([CH:11]=1)[C:7]([O:9][CH3:10])=[O:8].[H-].[Na+].[CH2:18](Br)[CH:19]=[CH2:20]. (2) Given the product [Cl:1][C:2]1[CH:7]=[CH:6][C:5]([CH2:8][S:9]([NH:13][C@@H:14]2[CH2:29][N:17]3[CH2:18][CH2:19][N:20]([C:22]([O:24][C:25]([CH3:27])([CH3:26])[CH3:28])=[O:23])[CH2:21][C@@H:16]3[CH2:15]2)(=[O:11])=[O:10])=[CH:4][CH:3]=1, predict the reactants needed to synthesize it. The reactants are: [Cl:1][C:2]1[CH:7]=[CH:6][C:5]([CH2:8][S:9](Cl)(=[O:11])=[O:10])=[CH:4][CH:3]=1.[NH2:13][C@@H:14]1[CH2:29][N:17]2[CH2:18][CH2:19][N:20]([C:22]([O:24][C:25]([CH3:28])([CH3:27])[CH3:26])=[O:23])[CH2:21][C@@H:16]2[CH2:15]1.C(N(CC)CC)C.